This data is from Catalyst prediction with 721,799 reactions and 888 catalyst types from USPTO. The task is: Predict which catalyst facilitates the given reaction. (1) Reactant: F[C:2]1[CH:19]=[CH:18][C:17]([C:20]2[N:24]=[C:23]([C:25]3[CH:30]=[CH:29][C:28]([C:31]4[CH:36]=[CH:35][CH:34]=[CH:33][C:32]=4[CH3:37])=[C:27]([CH2:38][O:39][CH3:40])[CH:26]=3)[O:22][N:21]=2)=[CH:16][C:3]=1[CH2:4][N:5]([CH3:15])[CH2:6][CH2:7][C:8]([O:10]C(C)(C)C)=[O:9]. Product: [CH3:40][O:39][CH2:38][C:27]1[CH:26]=[C:25]([C:23]2[O:22][N:21]=[C:20]([C:17]3[CH:16]=[C:3]([CH:2]=[CH:19][CH:18]=3)[CH2:4][N:5]([CH3:15])[CH2:6][CH2:7][C:8]([OH:10])=[O:9])[N:24]=2)[CH:30]=[CH:29][C:28]=1[C:31]1[CH:36]=[CH:35][CH:34]=[CH:33][C:32]=1[CH3:37]. The catalyst class is: 89. (2) Reactant: [Br:1][C:2]1[CH:3]=[C:4]([NH:10][C:11]2[CH:16]=[CH:15][CH:14]=[C:13]([OH:17])[N:12]=2)[C:5](=[O:9])[N:6]([CH3:8])[CH:7]=1.CC1C=CC(S(O[CH2:29][CH2:30][NH:31][C:32]([O:34][C:35]([CH3:38])([CH3:37])[CH3:36])=[O:33])(=O)=O)=CC=1.C([O-])([O-])=O.[Cs+].[Cs+]. Product: [Br:1][C:2]1[CH:3]=[C:4]([NH:10][C:11]2[N:12]=[C:13]([O:17][CH2:29][CH2:30][NH:31][C:32](=[O:33])[O:34][C:35]([CH3:38])([CH3:37])[CH3:36])[CH:14]=[CH:15][CH:16]=2)[C:5](=[O:9])[N:6]([CH3:8])[CH:7]=1. The catalyst class is: 3.